This data is from Catalyst prediction with 721,799 reactions and 888 catalyst types from USPTO. The task is: Predict which catalyst facilitates the given reaction. (1) Reactant: [NH2:1][C:2]1[CH:35]=[CH:34][C:5]([CH2:6][C@@H:7]2[CH2:11][CH2:10][C@H:9]([C@H:12]([O:19][Si:20]([C:23]([CH3:26])([CH3:25])[CH3:24])([CH3:22])[CH3:21])[C:13]3[CH:18]=[CH:17][CH:16]=[CH:15][CH:14]=3)[N:8]2[C:27]([O:29][C:30]([CH3:33])([CH3:32])[CH3:31])=[O:28])=[CH:4][C:3]=1[N+:36]([O-])=O. Product: [Si:20]([O:19][C@H:12]([C:13]1[CH:14]=[CH:15][CH:16]=[CH:17][CH:18]=1)[C@H:9]1[CH2:10][CH2:11][C@@H:7]([CH2:6][C:5]2[CH:34]=[CH:35][C:2]([NH2:1])=[C:3]([NH2:36])[CH:4]=2)[N:8]1[C:27]([O:29][C:30]([CH3:31])([CH3:32])[CH3:33])=[O:28])([C:23]([CH3:24])([CH3:25])[CH3:26])([CH3:22])[CH3:21]. The catalyst class is: 183. (2) Reactant: [Cl:1][C:2]1[CH:38]=[CH:37][C:5]2[NH:6][C:7]([CH:9]([NH:11][C:12](=[O:36])[C:13]3[CH:18]=[CH:17][C:16]([C:19]([N:21]4[CH2:25][CH2:24][CH2:23][CH:22]4[CH2:26][NH:27]C(OC(C)(C)C)=O)=[O:20])=[C:15]([Cl:35])[CH:14]=3)[CH3:10])=[N:8][C:4]=2[CH:3]=1.FC(F)(F)C(O)=O. Product: [Cl:1][C:2]1[CH:38]=[CH:37][C:5]2[NH:6][C:7]([CH:9]([NH:11][C:12](=[O:36])[C:13]3[CH:18]=[CH:17][C:16]([C:19]([N:21]4[CH2:25][CH2:24][CH2:23][CH:22]4[CH2:26][NH2:27])=[O:20])=[C:15]([Cl:35])[CH:14]=3)[CH3:10])=[N:8][C:4]=2[CH:3]=1. The catalyst class is: 96. (3) Reactant: C(=O)([O-])[O-].[K+].[K+].[CH2:7]([O:14][C:15]1[CH:16]=[C:17]([CH:30]=[C:31]([O:33][CH2:34][C:35]2[CH:40]=[CH:39][CH:38]=[CH:37][CH:36]=2)[CH:32]=1)[C:18]1[O:19][C:20]2[C:25]([C:26](=[O:28])[CH:27]=1)=[CH:24][CH:23]=[C:22]([OH:29])[CH:21]=2)[C:8]1[CH:13]=[CH:12][CH:11]=[CH:10][CH:9]=1.[Br:41][CH:42](Br)[CH3:43]. Product: [Br:41][CH2:42][CH2:43][O:29][C:22]1[CH:21]=[C:20]2[C:25]([C:26](=[O:28])[CH:27]=[C:18]([C:17]3[CH:16]=[C:15]([O:14][CH2:7][C:8]4[CH:9]=[CH:10][CH:11]=[CH:12][CH:13]=4)[CH:32]=[C:31]([O:33][CH2:34][C:35]4[CH:40]=[CH:39][CH:38]=[CH:37][CH:36]=4)[CH:30]=3)[O:19]2)=[CH:24][CH:23]=1. The catalyst class is: 9.